Dataset: Reaction yield outcomes from USPTO patents with 853,638 reactions. Task: Predict the reaction yield, written as a fraction of the theoretical maximum amount of product (1.0 means a 100% yield; for example, 0.34 means a 34% yield). (1) The reactants are [CH2:1]([N:8]1[CH:12]=[C:11]([C:13](OCC)=[O:14])[C:10]([O:18][CH2:19][C:20]2[CH:25]=[CH:24][C:23]([O:26][CH2:27][C:28]3[N:29]=[C:30]([C:34]4[O:35][CH:36]=[CH:37][CH:38]=4)[O:31][C:32]=3[CH3:33])=[CH:22][CH:21]=2)=[N:9]1)[C:2]1[CH:7]=[CH:6][CH:5]=[CH:4][CH:3]=1.[H-].[Al+3].[Li+].[H-].[H-].[H-].O.O.O.O.O.O.O.O.O.O.S([O-])([O-])(=O)=O.[Na+].[Na+]. The catalyst is O1CCCC1.C(OCC)(=O)C. The product is [CH2:1]([N:8]1[CH:12]=[C:11]([CH2:13][OH:14])[C:10]([O:18][CH2:19][C:20]2[CH:21]=[CH:22][C:23]([O:26][CH2:27][C:28]3[N:29]=[C:30]([C:34]4[O:35][CH:36]=[CH:37][CH:38]=4)[O:31][C:32]=3[CH3:33])=[CH:24][CH:25]=2)=[N:9]1)[C:2]1[CH:3]=[CH:4][CH:5]=[CH:6][CH:7]=1. The yield is 0.650. (2) No catalyst specified. The yield is 0.640. The reactants are [NH2:1][C:2]1[CH:7]=[CH:6][C:5]([N:8]2[C:14](=[O:15])[CH2:13][C:12](=[O:16])[NH:11][C:10]3[C:17]4[C:22]([CH:23]=[CH:24][C:9]2=3)=[CH:21][CH:20]=[CH:19][CH:18]=4)=[CH:4][CH:3]=1.[Br:25][C:26]1[CH:34]=[CH:33][C:29]2[O:30][CH2:31][O:32][C:28]=2[C:27]=1[C:35](Cl)=[O:36].O=C1CC(=O)N(C2C=CC(C(O)=O)=CC=2)C2C=CC3C(C=2N1)=CC=CC=3. The product is [Br:25][C:26]1[C:27]([C:35]([NH:1][C:2]2[CH:7]=[CH:6][C:5]([N:8]3[C:14](=[O:15])[CH2:13][C:12](=[O:16])[NH:11][C:10]4[C:17]5[C:22]([CH:23]=[CH:24][C:9]3=4)=[CH:21][CH:20]=[CH:19][CH:18]=5)=[CH:4][CH:3]=2)=[O:36])=[C:28]2[O:32][CH2:31][O:30][C:29]2=[CH:33][CH:34]=1. (3) The reactants are Br[CH2:2][C:3]1[CH:12]=[C:11]2[C:6]([C:7](Cl)=[CH:8][C:9]([C:13]#[N:14])=[N:10]2)=[CH:5][CH:4]=1.[CH:16]1([C:19]2[N:24]=[CH:23][C:22](B3OC(C)(C)C(C)(C)O3)=[CH:21][N:20]=2)[CH2:18][CH2:17]1.[O-]P([O-])([O-])=O.[K+].[K+].[K+].[CH3:42][N:43]1[CH:47]=[C:46](B2OC(C)(C)C(C)(C)O2)[CH:45]=[N:44]1. The catalyst is O1CCOCC1.O.C1C=CC(P(C2C=CC=CC=2)[C-]2C=CC=C2)=CC=1.C1C=CC(P(C2C=CC=CC=2)[C-]2C=CC=C2)=CC=1.Cl[Pd]Cl.[Fe+2].C(Cl)Cl. The product is [CH:16]1([C:19]2[N:20]=[CH:21][C:22]([CH2:2][C:3]3[CH:12]=[C:11]4[C:6]([C:7]([C:46]5[CH:45]=[N:44][N:43]([CH3:42])[CH:47]=5)=[CH:8][C:9]([C:13]#[N:14])=[N:10]4)=[CH:5][CH:4]=3)=[CH:23][N:24]=2)[CH2:17][CH2:18]1. The yield is 0.770. (4) The reactants are [CH3:1][O:2][C:3]1[CH:39]=[CH:38][C:6]([C:7]([NH:20][C:21]2[N:29]=[CH:28][N:27]=[C:26]3[C:22]=2[N:23]=[CH:24][N:25]3[C@H:30]2[O:35][C@@H:34]([CH2:36][OH:37])[C@@H:32]([OH:33])[CH2:31]2)([C:14]2[CH:19]=[CH:18][CH:17]=[CH:16][CH:15]=2)[C:8]2[CH:13]=[CH:12][CH:11]=[CH:10][CH:9]=2)=[CH:5][CH:4]=1.[CH3:40][O:41][C:42]1[CH:61]=[CH:60][C:45]([C:46](Cl)([C:53]2[CH:58]=[CH:57][CH:56]=[CH:55][CH:54]=2)[C:47]2[CH:52]=[CH:51][CH:50]=[CH:49][CH:48]=2)=[CH:44][CH:43]=1.CO. The catalyst is N1C=CC=CC=1. The product is [CH3:1][O:2][C:3]1[CH:4]=[CH:5][C:6]([C:7]([NH:20][C:21]2[N:29]=[CH:28][N:27]=[C:26]3[C:22]=2[N:23]=[CH:24][N:25]3[C@H:30]2[O:35][C@@H:34]([CH2:36][O:37][C:46]([C:53]3[CH:58]=[CH:57][CH:56]=[CH:55][CH:54]=3)([C:47]3[CH:52]=[CH:51][CH:50]=[CH:49][CH:48]=3)[C:45]3[CH:44]=[CH:43][C:42]([O:41][CH3:40])=[CH:61][CH:60]=3)[C@@H:32]([OH:33])[CH2:31]2)([C:14]2[CH:15]=[CH:16][CH:17]=[CH:18][CH:19]=2)[C:8]2[CH:9]=[CH:10][CH:11]=[CH:12][CH:13]=2)=[CH:38][CH:39]=1. The yield is 0.720. (5) The reactants are [Cl:1][C:2]1[CH:18]=[CH:17][C:5]([CH2:6][CH:7]2[CH2:12][CH:11]([C:13]([O:15][CH3:16])=[O:14])[CH2:10][CH2:9][NH:8]2)=[CH:4][CH:3]=1.CCN(C(C)C)C(C)C.Cl[C:29]([O:31][CH3:32])=[O:30]. The catalyst is C(Cl)Cl. The product is [Cl:1][C:2]1[CH:3]=[CH:4][C:5]([CH2:6][CH:7]2[CH2:12][CH:11]([C:13]([O:15][CH3:16])=[O:14])[CH2:10][CH2:9][N:8]2[C:29]([O:31][CH3:32])=[O:30])=[CH:17][CH:18]=1. The yield is 1.10. (6) The reactants are FC(F)(F)C(O)=O.[Cl:8][C:9]1[CH:10]=[C:11]([CH:42]=[CH:43][C:44]=1[NH:45][C:46]([NH:48][CH:49]1[CH2:51][CH2:50]1)=[O:47])[O:12][C:13]1[C:22]2[C:17](=[CH:18][C:19]([O:40][CH3:41])=[C:20]([C:23]([NH:25][CH2:26][CH:27]3[CH2:32][CH2:31][N:30]([C:33](OC(C)(C)C)=O)[CH2:29][CH2:28]3)=[O:24])[CH:21]=2)[N:16]=[CH:15][CH:14]=1.C(=O)(O)[O-].[Na+].C=O.C([BH3-])#N.[Na+]. The catalyst is C(OCC)(=O)C.C(O)(=O)C. The product is [CH3:33][N:30]1[CH2:29][CH2:28][CH:27]([CH2:26][NH:25][C:23]([C:20]2[CH:21]=[C:22]3[C:17](=[CH:18][C:19]=2[O:40][CH3:41])[N:16]=[CH:15][CH:14]=[C:13]3[O:12][C:11]2[CH:42]=[CH:43][C:44]([NH:45][C:46]([NH:48][CH:49]3[CH2:51][CH2:50]3)=[O:47])=[C:9]([Cl:8])[CH:10]=2)=[O:24])[CH2:32][CH2:31]1. The yield is 0.584.